This data is from Forward reaction prediction with 1.9M reactions from USPTO patents (1976-2016). The task is: Predict the product of the given reaction. (1) Given the reactants [Cl:1][C:2]1[CH:7]=[CH:6][C:5]([N:8]2[C:16]([NH:17][CH:18]3[CH2:23][CH2:22][CH2:21][CH2:20][CH2:19]3)=[C:15]3[C:10]([CH:11]=[CH:12][CH:13]=[CH:14]3)=[N:9]2)=[CH:4][CH:3]=1.[CH3:24][O:25][C:26](=[O:40])[C:27]([C:30]1[CH:35]=[CH:34][C:33]([N:36]=[C:37]=[O:38])=[C:32]([F:39])[CH:31]=1)([CH3:29])[CH3:28].CCN(CC)CC, predict the reaction product. The product is: [CH3:24][O:25][C:26](=[O:40])[C:27]([C:30]1[CH:35]=[CH:34][C:33]([NH:36][C:37]([N:17]([C:16]2[N:8]([C:5]3[CH:6]=[CH:7][C:2]([Cl:1])=[CH:3][CH:4]=3)[N:9]=[C:10]3[C:15]=2[CH:14]=[CH:13][CH:12]=[CH:11]3)[CH:18]2[CH2:23][CH2:22][CH2:21][CH2:20][CH2:19]2)=[O:38])=[C:32]([F:39])[CH:31]=1)([CH3:29])[CH3:28]. (2) Given the reactants [N:1]1[CH:6]=[CH:5][CH:4]=[CH:3][C:2]=1[C:7]1[C:8]([C:15]2[C:24]3[C:19](=[CH:20][C:21]([OH:25])=[CH:22][CH:23]=3)[N:18]=[CH:17][CH:16]=2)=[C:9]2[CH2:14][CH2:13][CH2:12][N:10]2[N:11]=1.Br[CH:27]1[CH2:32][CH2:31][NH:30][CH2:29][CH2:28]1.[C:33](=[O:36])([O-])[O-:34].[Cs+].[Cs+], predict the reaction product. The product is: [C:8]([O:34][C:33]([N:30]1[CH2:31][CH2:32][CH:27]([O:25][C:21]2[CH:20]=[C:19]3[C:24]([C:15]([C:8]4[C:7]([C:2]5[CH:3]=[CH:4][CH:5]=[CH:6][N:1]=5)=[N:11][N:10]5[CH2:12][CH2:13][CH2:14][C:9]=45)=[CH:16][CH:17]=[N:18]3)=[CH:23][CH:22]=2)[CH2:28][CH2:29]1)=[O:36])([CH3:15])([CH3:9])[CH3:7]. (3) Given the reactants [CH2:1]([O:8][C:9]1[CH:14]=[CH:13][C:12]([C:15](=[O:18])[CH2:16][CH3:17])=[CH:11][CH:10]=1)[C:2]1[CH:7]=[CH:6][CH:5]=[CH:4][CH:3]=1.[Br:19]Br.O, predict the reaction product. The product is: [CH2:1]([O:8][C:9]1[CH:10]=[CH:11][C:12]([C:15](=[O:18])[CH:16]([Br:19])[CH3:17])=[CH:13][CH:14]=1)[C:2]1[CH:3]=[CH:4][CH:5]=[CH:6][CH:7]=1. (4) Given the reactants [Cl:1][C:2]1[CH:15]=[C:14]([F:16])[C:13]([N:17]2[C:22](=[O:23])[CH:21]=[C:20]([C:24]([F:27])([F:26])[F:25])[N:19]([CH3:28])[C:18]2=[O:29])=[CH:12][C:3]=1[O:4][C:5]1[C:6](=[O:11])[NH:7][CH:8]=[CH:9][CH:10]=1.ClCCCl.[N+](=[CH:36][C:37]([O:39][CH2:40][CH3:41])=[O:38])=[N-], predict the reaction product. The product is: [Cl:1][C:2]1[CH:15]=[C:14]([F:16])[C:13]([N:17]2[C:22](=[O:23])[CH:21]=[C:20]([C:24]([F:27])([F:26])[F:25])[N:19]([CH3:28])[C:18]2=[O:29])=[CH:12][C:3]=1[O:4][C:5]1[C:6]([O:11][CH2:36][C:37]([O:39][CH2:40][CH3:41])=[O:38])=[N:7][CH:8]=[CH:9][CH:10]=1. (5) The product is: [CH3:32][N:26]1[C:23]2[C:24](=[O:25])[N:19]([CH2:18][CH2:17][O:16][C:12]3[CH:11]=[C:10]([CH:15]=[CH:14][CH:13]=3)[O:9][C:5]([CH3:8])([CH2:6][CH3:7])[C:4]([OH:34])=[O:3])[C:20]([CH3:33])=[N:21][C:22]=2[C:28]([CH2:29][CH2:30][CH3:31])=[N:27]1. Given the reactants C([O:3][C:4](=[O:34])[C:5]([O:9][C:10]1[CH:15]=[CH:14][CH:13]=[C:12]([O:16][CH2:17][CH2:18][N:19]2[C:24](=[O:25])[C:23]3[N:26]([CH3:32])[N:27]=[C:28]([CH2:29][CH2:30][CH3:31])[C:22]=3[N:21]=[C:20]2[CH3:33])[CH:11]=1)([CH3:8])[CH2:6][CH3:7])C.C(=O)([O-])[O-].[Na+].[Na+], predict the reaction product. (6) Given the reactants C[O:2][C:3](=[O:28])[CH2:4][CH2:5][C:6]1[C:14]2[C:9](=[CH:10][CH:11]=[C:12]([O:15][CH3:16])[CH:13]=2)[N:8]([S:17]([C:20]2[CH:25]=[CH:24][C:23]([O:26][CH3:27])=[CH:22][CH:21]=2)(=[O:19])=[O:18])[CH:7]=1.C(O)(=O)CC(O)=O.N1CCCCC1, predict the reaction product. The product is: [CH3:27][O:26][C:23]1[CH:24]=[CH:25][C:20]([S:17]([N:8]2[C:9]3[C:14](=[CH:13][C:12]([O:15][CH3:16])=[CH:11][CH:10]=3)[C:6]([CH:5]=[CH:4][C:3]([OH:28])=[O:2])=[CH:7]2)(=[O:18])=[O:19])=[CH:21][CH:22]=1.